The task is: Predict the product of the given reaction.. This data is from Forward reaction prediction with 1.9M reactions from USPTO patents (1976-2016). Given the reactants [CH:1]1([N:4]([CH2:18][C:19]2[O:23][C:22]([C:24](OCC)=[O:25])=[N:21][N:20]=2)[S:5]([C:8]2[C:13]([CH3:14])=[CH:12][C:11]([O:15][CH3:16])=[CH:10][C:9]=2[CH3:17])(=[O:7])=[O:6])[CH2:3][CH2:2]1.[CH3:29][N:30]([CH3:40])[CH2:31][CH2:32][CH2:33][N:34]1[CH2:39][CH2:38][NH:37][CH2:36][CH2:35]1.C[Al](C)C, predict the reaction product. The product is: [NH3:4].[CH:1]1([N:4]([CH2:18][C:19]2[O:23][C:22]([C:24]([N:37]3[CH2:38][CH2:39][N:34]([CH2:33][CH2:32][CH2:31][N:30]([CH3:29])[CH3:40])[CH2:35][CH2:36]3)=[O:25])=[N:21][N:20]=2)[S:5]([C:8]2[C:13]([CH3:14])=[CH:12][C:11]([O:15][CH3:16])=[CH:10][C:9]=2[CH3:17])(=[O:7])=[O:6])[CH2:3][CH2:2]1.